Dataset: Full USPTO retrosynthesis dataset with 1.9M reactions from patents (1976-2016). Task: Predict the reactants needed to synthesize the given product. (1) Given the product [CH:28]1([NH:34][C:9]([C:10]2[CH:11]=[CH:12][C:13]([O:16][C:17](=[O:26])[N:18]([CH3:25])[C:19]3[CH:20]=[CH:21][CH:22]=[CH:23][CH:24]=3)=[CH:14][CH:15]=2)=[O:27])[CH2:33][CH2:32][CH2:31][CH2:30][CH2:29]1, predict the reactants needed to synthesize it. The reactants are: O=C1CCC(=O)N1O[C:9](=[O:27])[C:10]1[CH:15]=[CH:14][C:13]([O:16][C:17](=[O:26])[N:18]([CH3:25])[C:19]2[CH:24]=[CH:23][CH:22]=[CH:21][CH:20]=2)=[CH:12][CH:11]=1.[CH:28]1([NH2:34])[CH2:33][CH2:32][CH2:31][CH2:30][CH2:29]1. (2) The reactants are: BrC1C2N(C=C(C(O)=O)N=2)C=CC=1.[Br:14][C:15]1[N:20]2[CH:21]=[C:22]([C:24]([O:26]CC)=[O:25])[N:23]=[C:19]2[CH:18]=[CH:17][CH:16]=1. Given the product [Br:14][C:15]1[N:20]2[CH:21]=[C:22]([C:24]([OH:26])=[O:25])[N:23]=[C:19]2[CH:18]=[CH:17][CH:16]=1, predict the reactants needed to synthesize it. (3) Given the product [ClH:19].[NH2:5][C@H:9]([C@@H:17]([OH:20])[CH2:18][Cl:19])[CH2:10][C:11]1[CH:16]=[CH:15][CH:14]=[CH:13][CH:12]=1, predict the reactants needed to synthesize it. The reactants are: CC([N:5]([C@H:9]([C@@H:17]([OH:20])[CH2:18][Cl:19])[CH2:10][C:11]1[CH:16]=[CH:15][CH:14]=[CH:13][CH:12]=1)C(=O)[O-])(C)C.O.Cl. (4) The reactants are: [Cl:1][C:2]1[C:7]([F:8])=[CH:6][CH:5]=[C:4]([Cl:9])[C:3]=1[CH:10]([O:12][C:13]1[C:14]([CH3:30])=[N:15][CH:16]=[C:17]([C:19]2[CH:20]=[N:21][N:22]([CH:24]3[CH2:29][CH2:28][NH:27][CH2:26][CH2:25]3)[CH:23]=2)[CH:18]=1)[CH3:11].[C:31]([O-:34])([O-])=O.[K+].[K+].[CH3:37][C:38]#N. Given the product [Cl:1][C:2]1[C:7]([F:8])=[CH:6][CH:5]=[C:4]([Cl:9])[C:3]=1[CH:10]([O:12][C:13]1[C:14]([CH3:30])=[N:15][CH:16]=[C:17]([C:19]2[CH:20]=[N:21][N:22]([CH:24]3[CH2:25][CH2:26][N:27]([CH2:37][CH2:38][O:34][CH3:31])[CH2:28][CH2:29]3)[CH:23]=2)[CH:18]=1)[CH3:11], predict the reactants needed to synthesize it.